Dataset: Peptide-MHC class I binding affinity with 185,985 pairs from IEDB/IMGT. Task: Regression. Given a peptide amino acid sequence and an MHC pseudo amino acid sequence, predict their binding affinity value. This is MHC class I binding data. (1) The peptide sequence is YVEHDPRLV. The MHC is HLA-A02:06 with pseudo-sequence HLA-A02:06. The binding affinity (normalized) is 0.0736. (2) The peptide sequence is NASPVAQSY. The MHC is HLA-A02:01 with pseudo-sequence HLA-A02:01. The binding affinity (normalized) is 0.